Dataset: Forward reaction prediction with 1.9M reactions from USPTO patents (1976-2016). Task: Predict the product of the given reaction. (1) Given the reactants [OH-].[K+].[C:3]1([CH2:9][C:10](=[O:14])[C:11]([OH:13])=[O:12])[CH:8]=[CH:7][CH:6]=[CH:5][CH:4]=1.C(O)(=O)[CH2:16][C:17]([C:19]([OH:21])=[O:20])=[O:18].Cl, predict the reaction product. The product is: [C:3]1([CH2:9][C:10]([OH:14])([C:11]([OH:13])=[O:12])[CH2:16][C:17](=[O:18])[C:19]([OH:21])=[O:20])[CH:8]=[CH:7][CH:6]=[CH:5][CH:4]=1. (2) Given the reactants [F:1][C:2]1[CH:8]=[C:7]([S:9][CH3:10])[CH:6]=[CH:5][C:3]=1[NH2:4].C[Si]([N-][Si](C)(C)C)(C)C.[Li+].Cl[C:22]1[N:23]([CH3:34])[C:24](=[O:33])[C:25]([F:32])=[CH:26][C:27]=1[C:28]([O:30][CH3:31])=[O:29], predict the reaction product. The product is: [F:32][C:25]1[C:24](=[O:33])[N:23]([CH3:34])[C:22]([NH:4][C:3]2[CH:5]=[CH:6][C:7]([S:9][CH3:10])=[CH:8][C:2]=2[F:1])=[C:27]([C:28]([O:30][CH3:31])=[O:29])[CH:26]=1. (3) Given the reactants [CH3:1][CH2:2][N:3]([CH:7]([CH3:9])[CH3:8])[CH:4]([CH3:6])C.[Li]CC[CH2:13][CH3:14].[Li+].CC([N-][CH:20]([CH3:22])[CH3:21])C.[CH3:23][N:24](P(N(C)C)(N(C)C)=O)C.[CH3:34]I, predict the reaction product. The product is: [CH2:13]([C:21]1[CH:20]=[CH:22][CH:8]=[C:7]([N:3]2[CH2:2][CH2:1][CH2:34][CH2:6][CH2:4]2)[C:9]=1[C:23]#[N:24])[CH3:14]. (4) Given the reactants [Cl:1][C:2]1[CH:3]=[CH:4][C:5]([O:28][CH2:29][CH:30]([CH3:32])[CH3:31])=[C:6]([CH2:8][N:9]2[C:13]([CH3:14])=[CH:12][C:11]([C:15]([NH:17][C:18]3[CH:23]=[CH:22][C:21]([CH:24]=O)=[C:20]([O:26][CH3:27])[CH:19]=3)=[O:16])=[N:10]2)[CH:7]=1.[NH:33]1[CH2:37][CH2:36][CH2:35][CH2:34]1.C(O[BH-](OC(=O)C)OC(=O)C)(=O)C.[Na+].C(OCC)(=O)C, predict the reaction product. The product is: [ClH:1].[Cl:1][C:2]1[CH:3]=[CH:4][C:5]([O:28][CH2:29][CH:30]([CH3:32])[CH3:31])=[C:6]([CH2:8][N:9]2[C:13]([CH3:14])=[CH:12][C:11]([C:15]([NH:17][C:18]3[CH:23]=[CH:22][C:21]([CH2:24][N:33]4[CH2:37][CH2:36][CH2:35][CH2:34]4)=[C:20]([O:26][CH3:27])[CH:19]=3)=[O:16])=[N:10]2)[CH:7]=1. (5) Given the reactants [CH2:1]([O:3][C:4](=[O:16])[C:5]1[CH:13]=[C:12]([CH2:14][OH:15])[CH:11]=[C:7]([C:8]([OH:10])=O)[CH:6]=1)[CH3:2].[CH3:17][NH:18][CH2:19][CH2:20][CH3:21].ON1C2C=CC=CC=2N=N1.Cl.CN(C)CCCN=C=NCC, predict the reaction product. The product is: [CH2:1]([O:3][C:4](=[O:16])[C:5]1[CH:13]=[C:12]([CH2:14][OH:15])[CH:11]=[C:7]([C:8]([N:18]([CH3:17])[CH2:19][CH2:20][CH3:21])=[O:10])[CH:6]=1)[CH3:2].